Dataset: Reaction yield outcomes from USPTO patents with 853,638 reactions. Task: Predict the reaction yield, written as a fraction of the theoretical maximum amount of product (1.0 means a 100% yield; for example, 0.34 means a 34% yield). (1) The reactants are C(OC([NH:11][C@@H:12]([CH2:20][C:21]1[CH:26]=[CH:25][C:24]([C:27]2[N:32]=[CH:31][C:30]([C:33]3[CH:38]=[CH:37][C:36]([O:39][CH2:40][CH2:41][CH2:42][CH2:43][CH2:44][CH2:45][CH3:46])=[CH:35][CH:34]=3)=[CH:29][N:28]=2)=[CH:23][CH:22]=1)[C:13]([O:15][C:16]([CH3:19])([CH3:18])[CH3:17])=[O:14])=O)C1C=CC=CC=1. The catalyst is CC(=O)OCC.[Pd]. The product is [NH2:11][C@@H:12]([CH2:20][C:21]1[CH:22]=[CH:23][C:24]([C:27]2[N:32]=[CH:31][C:30]([C:33]3[CH:38]=[CH:37][C:36]([O:39][CH2:40][CH2:41][CH2:42][CH2:43][CH2:44][CH2:45][CH3:46])=[CH:35][CH:34]=3)=[CH:29][N:28]=2)=[CH:25][CH:26]=1)[C:13]([O:15][C:16]([CH3:17])([CH3:19])[CH3:18])=[O:14]. The yield is 0.830. (2) The reactants are O[CH:2]=[C:3]1[C:11]2[C:6](=[CH:7][C:8]([C:12]([C:14]3[CH:15]=[C:16]([NH:20][C:21]([C:23]4[N:24]([CH2:28][CH3:29])[N:25]=[CH:26][CH:27]=4)=[O:22])[CH:17]=[CH:18][CH:19]=3)=[O:13])=[CH:9][CH:10]=2)[NH:5][C:4]1=[O:30].[CH3:31][N:32]1[CH2:37][CH2:36][N:35]([C:38]2[CH:43]=[CH:42][C:41]([NH2:44])=[CH:40][CH:39]=2)[CH2:34][CH2:33]1. The catalyst is C1COCC1. The product is [CH3:31][N:32]1[CH2:33][CH2:34][N:35]([C:38]2[CH:43]=[CH:42][C:41]([NH:44][CH:2]=[C:3]3[C:11]4[C:6](=[CH:7][C:8]([C:12]([C:14]5[CH:15]=[C:16]([NH:20][C:21]([C:23]6[N:24]([CH2:28][CH3:29])[N:25]=[CH:26][CH:27]=6)=[O:22])[CH:17]=[CH:18][CH:19]=5)=[O:13])=[CH:9][CH:10]=4)[NH:5][C:4]3=[O:30])=[CH:40][CH:39]=2)[CH2:36][CH2:37]1. The yield is 0.360.